This data is from Reaction yield outcomes from USPTO patents with 853,638 reactions. The task is: Predict the reaction yield, written as a fraction of the theoretical maximum amount of product (1.0 means a 100% yield; for example, 0.34 means a 34% yield). (1) The reactants are [NH:1]1[CH:5]=[N:4][CH:3]=[N:2]1.[H-].[Na+].Cl[CH2:9][CH2:10][CH2:11][CH:12]1[CH2:16][CH2:15][CH:14]([C:17]2[CH:22]=[CH:21][C:20]([F:23])=[CH:19][CH:18]=2)[N:13]1[S:24]([C:27]1[CH:32]=[CH:31][C:30]([CH3:33])=[CH:29][CH:28]=1)(=[O:26])=[O:25]. The catalyst is CN(C=O)C. The product is [F:23][C:20]1[CH:19]=[CH:18][C:17]([CH:14]2[N:13]([S:24]([C:27]3[CH:28]=[CH:29][C:30]([CH3:33])=[CH:31][CH:32]=3)(=[O:25])=[O:26])[CH:12]([CH2:11][CH2:10][CH2:9][N:1]3[CH:5]=[N:4][CH:3]=[N:2]3)[CH2:16][CH2:15]2)=[CH:22][CH:21]=1. The yield is 0.870. (2) The reactants are [Br:1][C:2]1[C:3]([N:20]2[CH2:25][CH2:24][CH2:23][C@@H:22]([NH:26][C:27](=[O:33])[O:28][C:29]([CH3:32])([CH3:31])[CH3:30])[CH2:21]2)=[C:4]2[C:10]([NH:11][C:12](=[O:19])[C:13]3[CH:18]=[CH:17][CH:16]=[N:15][CH:14]=3)=[CH:9][NH:8][C:5]2=[N:6][CH:7]=1.[CH3:34][C:35]([O:38][C:39](O[C:39]([O:38][C:35]([CH3:37])([CH3:36])[CH3:34])=[O:40])=[O:40])([CH3:37])[CH3:36].C(N(CC)CC)C.O. The catalyst is C(Cl)Cl.CN(C1C=CN=CC=1)C. The product is [Br:1][C:2]1[C:3]([N:20]2[CH2:25][CH2:24][CH2:23][C@@H:22]([NH:26][C:27]([O:28][C:29]([CH3:30])([CH3:32])[CH3:31])=[O:33])[CH2:21]2)=[C:4]2[C:10]([NH:11][C:12](=[O:19])[C:13]3[CH:18]=[CH:17][CH:16]=[N:15][CH:14]=3)=[CH:9][N:8]([C:39]([O:38][C:35]([CH3:37])([CH3:36])[CH3:34])=[O:40])[C:5]2=[N:6][CH:7]=1. The yield is 0.850. (3) The reactants are [CH3:1][O:2][C:3]([C:5]1[C:6]([NH:17][C:18]2[CH:23]=[CH:22][C:21]([Br:24])=[CH:20][C:19]=2[Cl:25])=[C:7]([Cl:16])[C:8]2[N:9]([C:11]([CH:14]=O)=[CH:12][N:13]=2)[CH:10]=1)=[O:4].C(O)(=O)C.[CH3:30][NH2:31].C(O[BH-](OC(=O)C)OC(=O)C)(=O)C.[Na+]. No catalyst specified. The product is [CH3:1][O:2][C:3]([C:5]1[C:6]([NH:17][C:18]2[CH:23]=[CH:22][C:21]([Br:24])=[CH:20][C:19]=2[Cl:25])=[C:7]([Cl:16])[C:8]2[N:9]([C:11]([CH2:14][NH:31][CH3:30])=[CH:12][N:13]=2)[CH:10]=1)=[O:4]. The yield is 0.460.